Dataset: CYP3A4 inhibition data for predicting drug metabolism from PubChem BioAssay. Task: Regression/Classification. Given a drug SMILES string, predict its absorption, distribution, metabolism, or excretion properties. Task type varies by dataset: regression for continuous measurements (e.g., permeability, clearance, half-life) or binary classification for categorical outcomes (e.g., BBB penetration, CYP inhibition). Dataset: cyp3a4_veith. (1) The molecule is CN(C)[C@H]1C(=O)C(C(=O)NCN2CCCC2)=C(O)[C@]2(O)C(=O)C3=C(O)c4c(O)cccc4[C@](C)(O)[C@H]3C[C@H]12. The result is 0 (non-inhibitor). (2) The molecule is CC(C)n1nnnc1SCC(=O)NCCc1ccccc1. The result is 1 (inhibitor). (3) The molecule is CS(=O)(=O)N1CCC2(CC1)CN(Cc1ccc(C#N)cc1)C2. The result is 0 (non-inhibitor). (4) The result is 1 (inhibitor). The drug is Cc1cc(C(=O)CSc2nnc(-c3ccccc3)o2)c(C)n1CC1COc2ccccc2O1. (5) The compound is COc1cc(CNCc2cccs2)ccc1OCC(=O)NC(C)(C)C.Cl. The result is 1 (inhibitor).